From a dataset of Full USPTO retrosynthesis dataset with 1.9M reactions from patents (1976-2016). Predict the reactants needed to synthesize the given product. (1) Given the product [Cl:8][C:7]1[C:2]([C:17]#[C:16][C:11]2[CH:12]=[CH:13][CH:14]=[CH:15][C:10]=2[F:9])=[N:3][CH:4]=[CH:5][N:6]=1, predict the reactants needed to synthesize it. The reactants are: Cl[C:2]1[C:7]([Cl:8])=[N:6][CH:5]=[CH:4][N:3]=1.[F:9][C:10]1[CH:15]=[CH:14][CH:13]=[CH:12][C:11]=1[C:16]#[CH:17]. (2) Given the product [C:34]([NH:1][C:2]1[S:3][C:4]2[C:10]([C:11]#[N:12])=[C:9]([O:13][C:14]3[CH:15]=[C:16]([NH:20][C:21](=[O:33])[C:22]4[CH:27]=[CH:26][CH:25]=[C:24]([C:28]([C:31]#[N:32])([CH3:30])[CH3:29])[CH:23]=4)[CH:17]=[CH:18][CH:19]=3)[CH:8]=[CH:7][C:5]=2[N:6]=1)(=[O:36])[CH3:35], predict the reactants needed to synthesize it. The reactants are: [NH2:1][C:2]1[S:3][C:4]2[C:10]([C:11]#[N:12])=[C:9]([O:13][C:14]3[CH:15]=[C:16]([NH:20][C:21](=[O:33])[C:22]4[CH:27]=[CH:26][CH:25]=[C:24]([C:28]([C:31]#[N:32])([CH3:30])[CH3:29])[CH:23]=4)[CH:17]=[CH:18][CH:19]=3)[CH:8]=[CH:7][C:5]=2[N:6]=1.[C:34](Cl)(=[O:36])[CH3:35].